Task: Predict the reactants needed to synthesize the given product.. Dataset: Full USPTO retrosynthesis dataset with 1.9M reactions from patents (1976-2016) (1) Given the product [F:16][C:15]1[C:2]([NH:1][CH2:20][CH2:19][C:18]([F:23])([F:22])[F:17])=[C:3]([CH:12]=[CH:13][CH:14]=1)[C:4]([NH:6][C:7]([CH3:11])([C:9]#[CH:10])[CH3:8])=[O:5], predict the reactants needed to synthesize it. The reactants are: [NH2:1][C:2]1[C:15]([F:16])=[CH:14][CH:13]=[CH:12][C:3]=1[C:4]([NH:6][C:7]([CH3:11])([C:9]#[CH:10])[CH3:8])=[O:5].[F:17][C:18]([F:23])([F:22])[CH2:19][CH:20]=O.C(O)(=O)C.C(O[BH-](OC(=O)C)OC(=O)C)(=O)C.[Na+]. (2) Given the product [Cl:15][C:11]1[CH:12]=[C:13]2[C:8](=[CH:9][C:10]=1[O:16][CH:17]([CH3:19])[CH3:18])[NH:7][C:6](=[O:20])[C:5]([C@@H:3]([NH:2][C:22]1[C:27](=[O:28])[N:26]([CH3:29])[C:25]([C:30]#[N:31])=[CH:24][CH:23]=1)[CH3:4])=[CH:14]2, predict the reactants needed to synthesize it. The reactants are: Cl.[NH2:2][C@H:3]([C:5]1[C:6](=[O:20])[NH:7][C:8]2[C:13]([CH:14]=1)=[CH:12][C:11]([Cl:15])=[C:10]([O:16][CH:17]([CH3:19])[CH3:18])[CH:9]=2)[CH3:4].F[C:22]1[C:27](=[O:28])[N:26]([CH3:29])[C:25]([C:30]#[N:31])=[CH:24][CH:23]=1.CCN(C(C)C)C(C)C.O. (3) Given the product [Br:16][C:10]1[N:11]=[N:12][C:7]([C:1]2[CH:6]=[CH:5][CH:4]=[CH:3][CH:2]=2)=[CH:8][CH:9]=1, predict the reactants needed to synthesize it. The reactants are: [C:1]1([C:7]2[N:12]=[N:11][C:10](O)=[CH:9][CH:8]=2)[CH:6]=[CH:5][CH:4]=[CH:3][CH:2]=1.P(Br)(Br)([Br:16])=O.